This data is from Forward reaction prediction with 1.9M reactions from USPTO patents (1976-2016). The task is: Predict the product of the given reaction. Given the reactants [N:1]1([CH2:6][CH2:7][CH2:8][O:9][C:10]2[CH:15]=[CH:14][C:13]([C:16]3([CH:22]=O)[CH2:21][CH2:20][O:19][CH2:18][CH2:17]3)=[CH:12][CH:11]=2)[CH2:5][CH2:4][CH2:3][CH2:2]1.[NH:24]1[CH2:29][CH2:28][S:27][CH2:26][CH2:25]1, predict the reaction product. The product is: [N:1]1([CH2:6][CH2:7][CH2:8][O:9][C:10]2[CH:11]=[CH:12][C:13]([C:16]3([CH2:22][N:24]4[CH2:29][CH2:28][S:27][CH2:26][CH2:25]4)[CH2:21][CH2:20][O:19][CH2:18][CH2:17]3)=[CH:14][CH:15]=2)[CH2:2][CH2:3][CH2:4][CH2:5]1.